This data is from Acute oral toxicity (LD50) regression data from Zhu et al.. The task is: Regression/Classification. Given a drug SMILES string, predict its toxicity properties. Task type varies by dataset: regression for continuous values (e.g., LD50, hERG inhibition percentage) or binary classification for toxic/non-toxic outcomes (e.g., AMES mutagenicity, cardiotoxicity, hepatotoxicity). Dataset: ld50_zhu. (1) The compound is CC(C)N(C(=O)SCC(Cl)=CCl)C(C)C. The rat oral LD50 is 2.83, given as -log10 of the dose in mol/kg body weight (higher means more acutely toxic). (2) The molecule is O=C(Nc1ccc(F)cc1F)c1cccnc1Oc1cccc(C(F)(F)F)c1. The rat oral LD50 is 2.29, given as -log10 of the dose in mol/kg body weight (higher means more acutely toxic). (3) The drug is ClCC(Cl)(Cl)C(Cl)Cl. The rat oral LD50 is 2.42, given as -log10 of the dose in mol/kg body weight (higher means more acutely toxic).